This data is from Reaction yield outcomes from USPTO patents with 853,638 reactions. The task is: Predict the reaction yield, written as a fraction of the theoretical maximum amount of product (1.0 means a 100% yield; for example, 0.34 means a 34% yield). The reactants are FC(F)(F)C(O)=O.C1O[C:11]2([C:20]3[C:14]4[C:15](=[CH:21][N:22]([S:24]([C:27]5[CH:32]=[CH:31][CH:30]=[CH:29][CH:28]=5)(=[O:26])=[O:25])[CH2:23][C:13]=4[CH2:12]2)[CH:16]=[CH:17][O:18][CH:19]=3)[O:10]C1. The catalyst is O. The product is [C:27]1([S:24]([N:22]2[CH2:23][C:13]3[CH2:12][C:11](=[O:10])[C:20]4=[CH:19][O:18][CH:17]=[CH:16][C:15]([C:14]=34)=[CH:21]2)(=[O:26])=[O:25])[CH:32]=[CH:31][CH:30]=[CH:29][CH:28]=1. The yield is 0.780.